This data is from Reaction yield outcomes from USPTO patents with 853,638 reactions. The task is: Predict the reaction yield, written as a fraction of the theoretical maximum amount of product (1.0 means a 100% yield; for example, 0.34 means a 34% yield). (1) The catalyst is C(Cl)(Cl)Cl. The reactants are [Br:1]N1C(=O)CCC1=O.[CH:9]([C:12]1[CH:17]=[CH:16][N:15]=[C:14]([NH2:18])[N:13]=1)([CH3:11])[CH3:10]. The yield is 1.13. The product is [Br:1][C:17]1[C:12]([CH:9]([CH3:11])[CH3:10])=[N:13][C:14]([NH2:18])=[N:15][CH:16]=1. (2) The reactants are [C:1]([O:4][C@H:5]([C@H:8]([C@H:13]([C@@H:18]([CH2:23][O:24][C:25](=[O:27])[CH3:26])[O:19][C:20](=[O:22])[CH3:21])[O:14][C:15](=[O:17])[CH3:16])[O:9][C:10](=O)C)C=O)(=[O:3])[CH3:2].[CH2:28]([S:30][Si](C)(C)C)[CH3:29].FC(F)(F)S(O[Si](C)(C)C)(=O)=O. The catalyst is C(Cl)Cl. The product is [C:25]([O:24][C@@H:23]1[C@@H:18]([O:19][C:20](=[O:22])[CH3:21])[C@@H:13]([O:14][C:15](=[O:17])[CH3:16])[C@@H:8]([CH2:5][O:4][C:1](=[O:3])[CH3:2])[O:9][C@H:10]1[S:30][CH2:28][CH3:29])(=[O:27])[CH3:26]. The yield is 0.890. (3) The reactants are [Cl:1][C:2]1[CH:7]=[CH:6][C:5]([CH2:8][N:9]2[CH2:13][CH2:12][CH2:11][CH2:10]2)=[CH:4][C:3]=1[C:14]1[O:18][C:17]([C:19]2[C:24]([CH3:25])=[CH:23][N:22]=[C:21]([NH:26][C:27](=[O:29])[CH3:28])[CH:20]=2)=[CH:16][C:15]=1[C:30]1[N:34]=[CH:33][N:32](COCC[Si](C)(C)C)[N:31]=1.C(O)(C(F)(F)F)=O. The catalyst is C(Cl)Cl. The product is [Cl:1][C:2]1[CH:7]=[CH:6][C:5]([CH2:8][N:9]2[CH2:10][CH2:11][CH2:12][CH2:13]2)=[CH:4][C:3]=1[C:14]1[O:18][C:17]([C:19]2[C:24]([CH3:25])=[CH:23][N:22]=[C:21]([NH:26][C:27](=[O:29])[CH3:28])[CH:20]=2)=[CH:16][C:15]=1[C:30]1[NH:34][CH:33]=[N:32][N:31]=1. The yield is 0.810. (4) The reactants are [NH2:1][C:2]([CH2:9][C:10]([O:12][CH2:13][CH3:14])=[O:11])=[CH:3][C:4]([O:6][CH2:7][CH3:8])=[O:5].C(O)C.[BH3-]C#N.[Na+]. The catalyst is C(O)(=O)C. The product is [NH2:1][CH:2]([CH2:3][C:4]([O:6][CH2:7][CH3:8])=[O:5])[CH2:9][C:10]([O:12][CH2:13][CH3:14])=[O:11]. The yield is 0.800. (5) The product is [OH:1][C@H:2]([CH2:3][CH2:4][OH:5])[CH2:8][CH2:9][CH2:10][CH2:11][C:12]([O:14][CH3:15])=[O:13]. The yield is 0.900. The reactants are [OH:1][C@@H:2]([CH2:8][CH2:9][CH2:10][CH2:11][C:12]([O:14][CH3:15])=[O:13])[CH2:3][C:4](OC)=[O:5].[BH4-].[Na+].B([O-])([O-])OC. The catalyst is CO. (6) The reactants are C[N:2](C)/[CH:3]=[CH:4]/[C:5]([C:7]1[C:12](=[O:13])[CH:11]=[CH:10][N:9]([C:14]2[CH:19]=[CH:18][CH:17]=[CH:16][CH:15]=2)[N:8]=1)=O.[CH2:21]1[O:29][C:28]2[CH:27]=[CH:26][C:25]([NH:30]N)=[CH:24][C:23]=2[O:22]1. The catalyst is C(O)(=O)C. The product is [O:29]1[C:28]2[CH:27]=[CH:26][C:25]([N:30]3[C:5]([C:7]4[C:12](=[O:13])[CH:11]=[CH:10][N:9]([C:14]5[CH:19]=[CH:18][CH:17]=[CH:16][CH:15]=5)[N:8]=4)=[CH:4][CH:3]=[N:2]3)=[CH:24][C:23]=2[O:22][CH2:21]1. The yield is 0.300. (7) The reactants are [CH2:1]([OH:5])[CH2:2][CH2:3][CH3:4].N#N.[H-].[Na+].Cl[C:11]1[N:16]=[C:15]([Cl:17])[CH:14]=[C:13]([N:18]2[CH2:23][CH2:22][O:21][CH2:20][CH2:19]2)[N:12]=1. The catalyst is CN(C=O)C. The product is [CH2:1]([O:5][C:11]1[N:16]=[C:15]([Cl:17])[CH:14]=[C:13]([N:18]2[CH2:23][CH2:22][O:21][CH2:20][CH2:19]2)[N:12]=1)[CH2:2][CH2:3][CH3:4]. The yield is 0.600.